From a dataset of Forward reaction prediction with 1.9M reactions from USPTO patents (1976-2016). Predict the product of the given reaction. (1) The product is: [CH2:1]=[CH:2][CH2:3][CH2:4][CH2:5][CH2:6][CH2:7][CH2:8][N:10]([CH3:12])[CH3:11]. Given the reactants [CH2:1]=[CH:2][CH2:3][CH2:4][CH2:5][CH2:6][CH2:7][CH2:8]Br.[N:10](N)([CH3:12])[CH3:11].Cl.[OH-].[Na+], predict the reaction product. (2) Given the reactants [Br:1]Br.[OH:3][C:4]1[CH:5]=[C:6]2[C:11](=[CH:12][CH:13]=1)[CH:10]=[C:9]([CH2:14][N:15]([CH3:34])[C:16]([C:18]1[C:26]3[C:21](=[CH:22][CH:23]=[CH:24][CH:25]=3)[N:20]([CH2:27][C:28]3[CH:33]=[CH:32][CH:31]=[CH:30][CH:29]=3)[CH:19]=1)=[O:17])[CH:8]=[CH:7]2, predict the reaction product. The product is: [Br:1][C:5]1[C:4]([OH:3])=[CH:13][CH:12]=[C:11]2[C:6]=1[CH:7]=[CH:8][C:9]([CH2:14][N:15]([CH3:34])[C:16]([C:18]1[C:26]3[C:21](=[CH:22][CH:23]=[CH:24][CH:25]=3)[N:20]([CH2:27][C:28]3[CH:33]=[CH:32][CH:31]=[CH:30][CH:29]=3)[CH:19]=1)=[O:17])=[CH:10]2. (3) Given the reactants [CH3:1][C:2]1[CH:3]=[C:4]([C:19]2[CH:20]=[CH:21][C:22]([CH:25]=[O:26])=[N:23][CH:24]=2)[CH:5]=[C:6]([NH:8][C:9]2[N:14]=[C:13]([C:15]([F:18])([F:17])[F:16])[CH:12]=[CH:11][N:10]=2)[CH:7]=1.Br[C:28]([F:35])([F:34])[C:29]([O:31][CH2:32][CH3:33])=[O:30], predict the reaction product. The product is: [F:34][C:28]([F:35])([CH:25]([OH:26])[C:22]1[CH:21]=[CH:20][C:19]([C:4]2[CH:5]=[C:6]([NH:8][C:9]3[N:14]=[C:13]([C:15]([F:18])([F:17])[F:16])[CH:12]=[CH:11][N:10]=3)[CH:7]=[C:2]([CH3:1])[CH:3]=2)=[CH:24][N:23]=1)[C:29]([O:31][CH2:32][CH3:33])=[O:30]. (4) Given the reactants CO[C:3](=[O:15])[C:4]1[CH:9]=[C:8]([OH:10])[CH:7]=[C:6](OCOC)[CH:5]=1.Br[C:17]1[CH:18]=[CH:19][C:20]([S:23]([CH3:26])(=[O:25])=[O:24])=[N:21][CH:22]=1.[OH:27][C@H:28]([CH3:32])[CH2:29][O:30][CH3:31].[NH2:33][C:34]1[CH:38]=[CH:37][N:36]([CH3:39])[N:35]=1, predict the reaction product. The product is: [CH3:26][S:23]([C:20]1[N:21]=[CH:22][C:17]([O:10][C:8]2[CH:9]=[C:4]([CH:5]=[C:6]([O:27][CH:28]([CH3:32])[CH2:29][O:30][CH3:31])[CH:7]=2)[C:3]([NH:33][C:34]2[CH:38]=[CH:37][N:36]([CH3:39])[N:35]=2)=[O:15])=[CH:18][CH:19]=1)(=[O:25])=[O:24]. (5) Given the reactants [NH:1]1[CH:9]2[CH:4]([N:5]([C:10]([O:12][CH2:13][C:14]3[CH:19]=[CH:18][CH:17]=[CH:16][CH:15]=3)=[O:11])[CH2:6][CH2:7][CH2:8]2)[CH2:3][CH2:2]1.CCN(CC)CC.Cl[C:28]1[CH:33]=[CH:32][N:31]=[C:30]2[NH:34][CH:35]=[CH:36][C:29]=12, predict the reaction product. The product is: [NH:34]1[C:30]2=[N:31][CH:32]=[CH:33][C:28]([N:1]3[CH:9]4[CH:4]([N:5]([C:10]([O:12][CH2:13][C:14]5[CH:15]=[CH:16][CH:17]=[CH:18][CH:19]=5)=[O:11])[CH2:6][CH2:7][CH2:8]4)[CH2:3][CH2:2]3)=[C:29]2[CH:36]=[CH:35]1. (6) Given the reactants [CH3:1][N:2]1[C:10]2[C:5](=[CH:6][C:7]([N+:11]([O-])=O)=[CH:8][CH:9]=2)[CH:4]=[C:3]1[CH3:14], predict the reaction product. The product is: [CH3:1][N:2]1[C:10]2[C:5](=[CH:6][C:7]([NH2:11])=[CH:8][CH:9]=2)[CH:4]=[C:3]1[CH3:14].